This data is from Reaction yield outcomes from USPTO patents with 853,638 reactions. The task is: Predict the reaction yield, written as a fraction of the theoretical maximum amount of product (1.0 means a 100% yield; for example, 0.34 means a 34% yield). (1) The reactants are [Br:1][C:2]1[S:3][C:4]([CH:8]=[O:9])=[C:5]([Br:7])[N:6]=1.[BH4-].[Na+]. The catalyst is CO. The product is [Br:1][C:2]1[S:3][C:4]([CH2:8][OH:9])=[C:5]([Br:7])[N:6]=1. The yield is 0.910. (2) The reactants are [CH2:1]([O:8][C:9]([NH:11][C:12]([CH3:19])([CH3:18])[CH2:13][C:14](OC)=[O:15])=[O:10])[C:2]1[CH:7]=[CH:6][CH:5]=[CH:4][CH:3]=1.[Li+].[BH4-]. The catalyst is C1COCC1. The product is [OH:15][CH2:14][CH2:13][C:12]([NH:11][C:9](=[O:10])[O:8][CH2:1][C:2]1[CH:7]=[CH:6][CH:5]=[CH:4][CH:3]=1)([CH3:19])[CH3:18]. The yield is 0.880.